From a dataset of Full USPTO retrosynthesis dataset with 1.9M reactions from patents (1976-2016). Predict the reactants needed to synthesize the given product. (1) Given the product [ClH:38].[F:1][C:2]1[CH:7]=[CH:6][C:5]([C:8]2[C:9]([N:14]3[CH2:15][CH2:16][N:17]([CH2:20][CH2:21][NH:22][S:35]([C:29]4[CH:34]=[CH:33][CH:32]=[CH:31][CH:30]=4)(=[O:37])=[O:36])[CH2:18][CH2:19]3)=[N:10][CH:11]=[CH:12][N:13]=2)=[CH:4][CH:3]=1, predict the reactants needed to synthesize it. The reactants are: [F:1][C:2]1[CH:7]=[CH:6][C:5]([C:8]2[C:9]([N:14]3[CH2:19][CH2:18][N:17]([CH2:20][CH2:21][NH2:22])[CH2:16][CH2:15]3)=[N:10][CH:11]=[CH:12][N:13]=2)=[CH:4][CH:3]=1.N1CCOCC1.[C:29]1([S:35]([Cl:38])(=[O:37])=[O:36])[CH:34]=[CH:33][CH:32]=[CH:31][CH:30]=1. (2) Given the product [ClH:22].[N:19]1[CH:20]=[CH:21][C:16]([NH:15][CH2:14][CH:11]2[CH2:12][CH2:13][NH:8][CH2:9][CH2:10]2)=[CH:17][CH:18]=1, predict the reactants needed to synthesize it. The reactants are: C(OC([N:8]1[CH2:13][CH2:12][CH:11]([CH2:14][NH:15][C:16]2[C:21]([Cl:22])=[C:20](Cl)[N:19]=[C:18](Cl)[C:17]=2Cl)[CH2:10][CH2:9]1)=O)(C)(C)C.C([O-])(=O)C.[Na+].CO.CO.[H][H]. (3) Given the product [NH2:14][C:13]1[N:12]=[CH:11][N:10]=[C:9]2[N:5]([CH:3]3[CH2:2][N:1]([C:35](=[O:36])[CH2:34][CH2:33][C:31]4[N:30]=[CH:29][NH:28][CH:32]=4)[CH2:4]3)[N:6]=[C:7]([C:15]3[CH:16]=[CH:17][C:18]([O:21][C:22]4[CH:27]=[CH:26][CH:25]=[CH:24][CH:23]=4)=[CH:19][CH:20]=3)[C:8]=12, predict the reactants needed to synthesize it. The reactants are: [NH:1]1[CH2:4][CH:3]([N:5]2[C:9]3=[N:10][CH:11]=[N:12][C:13]([NH2:14])=[C:8]3[C:7]([C:15]3[CH:20]=[CH:19][C:18]([O:21][C:22]4[CH:27]=[CH:26][CH:25]=[CH:24][CH:23]=4)=[CH:17][CH:16]=3)=[N:6]2)[CH2:2]1.[NH:28]1[CH:32]=[C:31]([CH2:33][CH2:34][C:35](O)=[O:36])[N:30]=[CH:29]1.Cl.CN(C)CCCN=C=NCC.C(N(CC)C(C)C)(C)C.ON1C2N=CC=CC=2N=N1. (4) Given the product [CH:1]1([C:4]2[N:8]=[C:7]([C:9]3[C:10]4[CH2:20][CH2:19][CH2:18][CH2:17][C:11]=4[S:12][C:13]=3[NH:14][C:15]([N:25]3[CH2:26][C@@H:22]([OH:21])[CH2:23][C@@H:24]3[C:27]([OH:29])=[O:28])=[O:16])[O:6][N:5]=2)[CH2:2][CH2:3]1, predict the reactants needed to synthesize it. The reactants are: [CH:1]1([C:4]2[N:8]=[C:7]([C:9]3[C:10]4[CH2:20][CH2:19][CH2:18][CH2:17][C:11]=4[S:12][C:13]=3[N:14]=[C:15]=[O:16])[O:6][N:5]=2)[CH2:3][CH2:2]1.[OH:21][C@@H:22]1[CH2:26][NH:25][C@@H:24]([C:27]([OH:29])=[O:28])[CH2:23]1. (5) Given the product [C:1]([N:5]([C:14]1[CH:27]=[CH:26][C:17]([C:18]([NH:20][C:21]2[S:22][CH:23]=[CH:24][N:25]=2)=[O:19])=[CH:16][CH:15]=1)[OH:6])([CH3:4])([CH3:2])[CH3:3], predict the reactants needed to synthesize it. The reactants are: [C:1]([N:5]([C:14]1[CH:27]=[CH:26][C:17]([C:18]([NH:20][C:21]2[S:22][CH:23]=[CH:24][N:25]=2)=[O:19])=[CH:16][CH:15]=1)[O:6][Si](C(C)(C)C)(C)C)([CH3:4])([CH3:3])[CH3:2].O.C(Cl)Cl.C([O-])(O)=O.[Na+]. (6) Given the product [CH3:1][O:2][C:3]1[N:8]=[C:7]2[C:9]([C:13]3[NH:23][C:16]4[N:17]=[CH:18][CH:19]=[C:20]([CH:21]=[O:22])[C:15]=4[CH:14]=3)=[CH:10][N:11]([CH3:12])[C:6]2=[CH:5][C:4]=1[O:34][CH3:35], predict the reactants needed to synthesize it. The reactants are: [CH3:1][O:2][C:3]1[N:8]=[C:7]2[C:9]([C:13]3[N:23](S(C4C=CC(C)=CC=4)(=O)=O)[C:16]4[N:17]=[CH:18][CH:19]=[C:20]([CH:21]=[O:22])[C:15]=4[CH:14]=3)=[CH:10][N:11]([CH3:12])[C:6]2=[CH:5][C:4]=1[O:34][CH3:35].[OH-].[K+]. (7) Given the product [ClH:1].[C:20]([C@H:17]1[CH2:18][CH2:19][C@@H:14]([NH:13][C:11]([C:6]2[NH:7][C:8]3[C:4]([CH:5]=2)=[CH:3][C:2]([Cl:1])=[CH:10][CH:9]=3)=[O:12])[C@@H:15]([NH:24][C:25]([C:27]2[S:28][C:29]3[CH2:30][N:31]([CH3:36])[CH2:32][CH2:33][C:34]=3[N:35]=2)=[O:26])[CH2:16]1)([OH:22])=[O:21], predict the reactants needed to synthesize it. The reactants are: [Cl:1][C:2]1[CH:3]=[C:4]2[C:8](=[CH:9][CH:10]=1)[NH:7][C:6]([C:11]([NH:13][C@@H:14]1[CH2:19][CH2:18][C@H:17]([C:20]([O:22]C)=[O:21])[CH2:16][C@@H:15]1[NH:24][C:25]([C:27]1[S:28][C:29]3[CH2:30][N:31]([CH3:36])[CH2:32][CH2:33][C:34]=3[N:35]=1)=[O:26])=[O:12])=[CH:5]2.[OH-].[Li+].Cl. (8) Given the product [CH3:24][C:25]1[CH:26]=[C:27]([C:2]2[CH:3]=[C:4]([C:21]([NH2:23])=[O:22])[C:5]3[NH:6][C:7]4[CH:8]=[C:9]([N:15]5[CH2:20][CH2:19][O:18][CH2:17][CH2:16]5)[CH:10]=[CH:11][C:12]=4[C:13]=3[N:14]=2)[CH:28]=[N:29][CH:30]=1, predict the reactants needed to synthesize it. The reactants are: Br[C:2]1[CH:3]=[C:4]([C:21]([NH2:23])=[O:22])[C:5]2[NH:6][C:7]3[CH:8]=[C:9]([N:15]4[CH2:20][CH2:19][O:18][CH2:17][CH2:16]4)[CH:10]=[CH:11][C:12]=3[C:13]=2[N:14]=1.[CH3:24][C:25]1[CH:26]=[C:27](B(O)O)[CH:28]=[N:29][CH:30]=1.C([O-])([O-])=O.[Na+].[Na+]. (9) Given the product [CH3:1][C:2]([CH3:18])([CH3:17])[CH2:3][C:4]([N:6]1[CH2:16][CH2:15][C:9]2([C:13](=[O:14])[N:12]([C:26]3[CH:27]=[CH:28][C:23]([CH:21]([OH:22])[C:20]([F:30])([F:31])[F:19])=[CH:24][CH:25]=3)[CH2:11][CH2:10]2)[CH2:8][CH2:7]1)=[O:5], predict the reactants needed to synthesize it. The reactants are: [CH3:1][C:2]([CH3:18])([CH3:17])[CH2:3][C:4]([N:6]1[CH2:16][CH2:15][C:9]2([C:13](=[O:14])[NH:12][CH2:11][CH2:10]2)[CH2:8][CH2:7]1)=[O:5].[F:19][C:20]([F:31])([F:30])[CH:21]([C:23]1[CH:28]=[CH:27][C:26](I)=[CH:25][CH:24]=1)[OH:22]. (10) Given the product [CH:23]1([C:17]([CH3:25])([CH3:16])[CH2:18][C:19]([O:21][CH3:22])=[O:20])[CH2:1][CH2:24]1, predict the reactants needed to synthesize it. The reactants are: [CH2:1]([Zn]CC)C.C(O)(C(F)(F)F)=O.ICI.[CH3:16][C:17]([CH3:25])([CH:23]=[CH2:24])[CH2:18][C:19]([O:21][CH3:22])=[O:20].